From a dataset of NCI-60 drug combinations with 297,098 pairs across 59 cell lines. Regression. Given two drug SMILES strings and cell line genomic features, predict the synergy score measuring deviation from expected non-interaction effect. (1) Drug 1: CCC(=C(C1=CC=CC=C1)C2=CC=C(C=C2)OCCN(C)C)C3=CC=CC=C3.C(C(=O)O)C(CC(=O)O)(C(=O)O)O. Drug 2: C1=CN(C=N1)CC(O)(P(=O)(O)O)P(=O)(O)O. Cell line: K-562. Synergy scores: CSS=4.08, Synergy_ZIP=-3.52, Synergy_Bliss=-5.77, Synergy_Loewe=-4.49, Synergy_HSA=-4.28. (2) Synergy scores: CSS=56.9, Synergy_ZIP=-3.07, Synergy_Bliss=-3.41, Synergy_Loewe=-1.60, Synergy_HSA=-0.776. Drug 1: C1CN1C2=NC(=NC(=N2)N3CC3)N4CC4. Cell line: SF-295. Drug 2: C1CN(P(=O)(OC1)NCCCl)CCCl. (3) Drug 1: C1CNP(=O)(OC1)N(CCCl)CCCl. Drug 2: C1CN(P(=O)(OC1)NCCCl)CCCl. Cell line: SF-539. Synergy scores: CSS=-28.6, Synergy_ZIP=8.35, Synergy_Bliss=-14.5, Synergy_Loewe=-34.5, Synergy_HSA=-32.9. (4) Drug 1: C1CC(=O)NC(=O)C1N2CC3=C(C2=O)C=CC=C3N. Drug 2: CC(C)(C#N)C1=CC(=CC(=C1)CN2C=NC=N2)C(C)(C)C#N. Cell line: HOP-62. Synergy scores: CSS=12.1, Synergy_ZIP=-2.94, Synergy_Bliss=-0.578, Synergy_Loewe=5.75, Synergy_HSA=1.43.